This data is from Reaction yield outcomes from USPTO patents with 853,638 reactions. The task is: Predict the reaction yield, written as a fraction of the theoretical maximum amount of product (1.0 means a 100% yield; for example, 0.34 means a 34% yield). (1) No catalyst specified. The product is [F:17][C:12]1[CH:13]=[CH:14][CH:15]=[C:16]2[C:11]=1[C:10]([NH2:18])=[N:9][C:8]2([C:6]1[CH:7]=[C:2]([C:33]2[CH:34]=[N:35][CH:36]=[C:31]([S:28]([CH3:27])(=[O:30])=[O:29])[CH:32]=2)[CH:3]=[CH:4][C:5]=1[F:26])[C:19]1[CH:24]=[CH:23][N:22]=[C:21]([CH3:25])[CH:20]=1. The reactants are Br[C:2]1[CH:3]=[CH:4][C:5]([F:26])=[C:6]([C:8]2([C:19]3[CH:24]=[CH:23][N:22]=[C:21]([CH3:25])[CH:20]=3)[C:16]3[C:11](=[C:12]([F:17])[CH:13]=[CH:14][CH:15]=3)[C:10]([NH2:18])=[N:9]2)[CH:7]=1.[CH3:27][S:28]([C:31]1[CH:32]=[C:33](B(O)O)[CH:34]=[N:35][CH:36]=1)(=[O:30])=[O:29]. The yield is 0.320. (2) The reactants are F.F.F.C(N(CC)CC)C.C(N(CC)CC)C.[Si]([O:35][CH2:36][C@H:37]1[O:41][C@@H:40]([N:42]2[CH:49]=[C:48]([CH3:50])[C:46](=[O:47])[NH:45][C:43]2=[O:44])[C@H:39]([O:51][CH2:52][CH2:53][O:54][N:55]([CH3:57])[CH3:56])[C@@H:38]1[OH:58])(C(C)(C)C)(C1C=CC=CC=1)C1C=CC=CC=1.CO. The catalyst is C1COCC1.C(Cl)Cl. The yield is 0.925. The product is [CH3:56][N:55]([CH3:57])[O:54][CH2:53][CH2:52][O:51][C@@H:39]1[C@H:38]([OH:58])[C@@H:37]([CH2:36][OH:35])[O:41][C@H:40]1[N:42]1[CH:49]=[C:48]([CH3:50])[C:46](=[O:47])[NH:45][C:43]1=[O:44]. (3) The reactants are [CH3:1][O:2][C:3]([C:5]1[CH:10]=[CH:9][C:8](Br)=[CH:7][N:6]=1)=[O:4].[CH3:12][C:13]1[N:18]=[CH:17][C:16]([NH2:19])=[CH:15][CH:14]=1.C([O-])([O-])=O.[K+].[K+]. The catalyst is O1CCOCC1.CC([O-])=O.CC([O-])=O.[Pd+2].C1C=CC(P(C2C(C3C(P(C4C=CC=CC=4)C4C=CC=CC=4)=CC=C4C=3C=CC=C4)=C3C(C=CC=C3)=CC=2)C2C=CC=CC=2)=CC=1. The product is [CH3:1][O:2][C:3]([C:5]1[CH:10]=[CH:9][C:8]([NH:19][C:16]2[CH:17]=[N:18][C:13]([CH3:12])=[CH:14][CH:15]=2)=[CH:7][N:6]=1)=[O:4]. The yield is 0.860.